From a dataset of Full USPTO retrosynthesis dataset with 1.9M reactions from patents (1976-2016). Predict the reactants needed to synthesize the given product. (1) Given the product [F:35][C:23]1[CH:24]=[C:25]([N:28]2[CH:33]=[CH:32][CH:31]=[CH:30][C:29]2=[O:34])[CH:26]=[CH:27][C:22]=1[NH:8][C:9]([CH2:11][N:6]1[CH2:7][C@H:3]([OH:2])[C@@H:4]([NH:8][C:9]([C:11]2[S:12][C:13]([Cl:16])=[CH:14][CH:15]=2)=[O:10])[CH2:5]1)=[O:10], predict the reactants needed to synthesize it. The reactants are: Cl.[OH:2][C@H:3]1[CH2:7][NH:6][CH2:5][C@@H:4]1[NH:8][C:9]([C:11]1[S:12][C:13]([Cl:16])=[CH:14][CH:15]=1)=[O:10].BrC([C:22]1[CH:27]=[CH:26][C:25]([N:28]2[CH:33]=[CH:32][CH:31]=[CH:30][C:29]2=[O:34])=[CH:24][C:23]=1[F:35])C(N)=O. (2) Given the product [Br:24][CH2:25][CH:26]([F:30])[CH2:27][CH2:28][N:9]1[CH:10]=[CH:11][C:12]([NH:14][C:15](=[O:23])[CH2:16][C:17]2[CH:18]=[CH:19][CH:20]=[CH:21][CH:22]=2)=[CH:13][C:8]1=[O:7], predict the reactants needed to synthesize it. The reactants are: C([O-])([O-])=O.[K+].[K+].[O:7]=[C:8]1[CH:13]=[C:12]([NH:14][C:15](=[O:23])[CH2:16][C:17]2[CH:22]=[CH:21][CH:20]=[CH:19][CH:18]=2)[CH:11]=[CH:10][NH:9]1.[Br:24][CH2:25][CH:26]([F:30])[CH2:27][CH2:28]Br. (3) Given the product [CH2:16]([O:20][C:21](=[O:25])[C@H:22]([CH3:24])[NH:23][C:12](=[O:14])[CH2:11][C:2]1[CH:3]=[CH:4][C:5]2[C:10](=[CH:9][CH:8]=[CH:7][CH:6]=2)[CH:1]=1)[CH:17]([CH3:19])[CH3:18], predict the reactants needed to synthesize it. The reactants are: [CH:1]1[C:10]2[C:5](=[CH:6][CH:7]=[CH:8][CH:9]=2)[CH:4]=[CH:3][C:2]=1[CH2:11][C:12]([OH:14])=O.Cl.[CH2:16]([O:20][C:21](=[O:25])[C@H:22]([CH3:24])[NH2:23])[CH:17]([CH3:19])[CH3:18]. (4) The reactants are: [Cl:1][C:2]1[N:7]=[C:6]([NH:8][C:9]2[CH:10]=[C:11]([CH2:15][CH2:16][C:17]3[N:22]=[C:21]([NH:23]C(=O)OC(C)(C)C)[CH:20]=[CH:19][CH:18]=3)[CH:12]=[CH:13][CH:14]=2)[C:5]([F:31])=[CH:4][N:3]=1.[ClH:32]. Given the product [ClH:1].[ClH:32].[NH2:23][C:21]1[N:22]=[C:17]([CH2:16][CH2:15][C:11]2[CH:10]=[C:9]([NH:8][C:6]3[C:5]([F:31])=[CH:4][N:3]=[C:2]([Cl:1])[N:7]=3)[CH:14]=[CH:13][CH:12]=2)[CH:18]=[CH:19][CH:20]=1, predict the reactants needed to synthesize it.